Dataset: TCR-epitope binding with 47,182 pairs between 192 epitopes and 23,139 TCRs. Task: Binary Classification. Given a T-cell receptor sequence (or CDR3 region) and an epitope sequence, predict whether binding occurs between them. (1) The epitope is GTSGSPIVNR. The TCR CDR3 sequence is CSVELGVAGVYEQYF. Result: 1 (the TCR binds to the epitope). (2) The epitope is LLMPILTLT. The TCR CDR3 sequence is CASRDKGDTQYF. Result: 0 (the TCR does not bind to the epitope). (3) The epitope is EPLPQGQLTAY. The TCR CDR3 sequence is CASSLRGAEQYF. Result: 0 (the TCR does not bind to the epitope). (4) The epitope is KEIDRLNEV. The TCR CDR3 sequence is CASSTGWGPYEQYF. Result: 0 (the TCR does not bind to the epitope).